Dataset: Full USPTO retrosynthesis dataset with 1.9M reactions from patents (1976-2016). Task: Predict the reactants needed to synthesize the given product. (1) Given the product [CH:1]1([N:6]2[C:14]3[C:9](=[CH:10][CH:11]=[C:12]([CH:15]([OH:16])[CH3:19])[CH:13]=3)[C:8]([CH2:17][CH3:18])=[N:7]2)[CH2:2][CH2:3][CH2:4][CH2:5]1, predict the reactants needed to synthesize it. The reactants are: [CH:1]1([N:6]2[C:14]3[C:9](=[CH:10][CH:11]=[C:12]([CH:15]=[O:16])[CH:13]=3)[C:8]([CH2:17][CH3:18])=[N:7]2)[CH2:5][CH2:4][CH2:3][CH2:2]1.[CH3:19][Mg]Cl. (2) Given the product [ClH:1].[NH2:25][C:20](=[NH:23])[CH2:19][C:16]1[CH:17]=[CH:18][C:13]([CH2:12][CH2:11][C:9]2[N:10]=[C:6]([NH:5][C:2](=[O:4])[CH3:3])[S:7][CH:8]=2)=[CH:14][CH:15]=1, predict the reactants needed to synthesize it. The reactants are: [ClH:1].[C:2]([NH:5][C:6]1[S:7][CH:8]=[C:9]([CH2:11][CH2:12][C:13]2[CH:18]=[CH:17][C:16]([CH2:19][C:20](=[NH:23])OC)=[CH:15][CH:14]=2)[N:10]=1)(=[O:4])[CH3:3].[Cl-].[NH4+:25].N. (3) Given the product [CH3:1][O:2][C:3]([C:5]1[C:6]2[C:7]([CH3:23])=[N:8][N:9]([C:14]3[CH:19]=[CH:18][C:17]([C:20]#[N:21])=[C:16]([NH:24][C@H:25]4[CH2:30][CH2:29][C@H:28]([OH:31])[CH2:27][CH2:26]4)[CH:15]=3)[C:10]=2[CH:11]=[CH:12][CH:13]=1)=[O:4], predict the reactants needed to synthesize it. The reactants are: [CH3:1][O:2][C:3]([C:5]1[C:6]2[C:7]([CH3:23])=[N:8][N:9]([C:14]3[CH:19]=[CH:18][C:17]([C:20]#[N:21])=[C:16](Br)[CH:15]=3)[C:10]=2[CH:11]=[CH:12][CH:13]=1)=[O:4].[NH2:24][C@H:25]1[CH2:30][CH2:29][C@H:28]([OH:31])[CH2:27][CH2:26]1.C(=O)([O-])[O-].[Cs+].[Cs+].C1(P(C2C=CC=CC=2)C2C3OC4C(=CC=CC=4P(C4C=CC=CC=4)C4C=CC=CC=4)C(C)(C)C=3C=CC=2)C=CC=CC=1. (4) Given the product [CH2:13]([O:8][CH2:7][C@@H:5]1[CH2:4][O:3][C:2]([CH3:9])([CH3:1])[O:6]1)[CH3:14], predict the reactants needed to synthesize it. The reactants are: [CH3:1][C:2]1([CH3:9])[O:6][CH:5]([CH2:7][OH:8])[CH2:4][O:3]1.[H-].[Na+].I[CH2:13][CH3:14]. (5) Given the product [CH2:17]([N:11]1[C:12]2[C:7](=[C:6]([OH:25])[C:5]([C:3]([NH:26][CH2:27][C:28]([OH:30])=[O:29])=[O:4])=[N:14][C:13]=2[C:15]#[N:16])[CH2:8][CH2:9][C:10]1=[O:24])[C:18]1[CH:19]=[CH:20][CH:21]=[CH:22][CH:23]=1, predict the reactants needed to synthesize it. The reactants are: CO[C:3]([C:5]1[C:6]([OH:25])=[C:7]2[C:12](=[C:13]([C:15]#[N:16])[N:14]=1)[N:11]([CH2:17][C:18]1[CH:23]=[CH:22][CH:21]=[CH:20][CH:19]=1)[C:10](=[O:24])[CH2:9][CH2:8]2)=[O:4].[NH2:26][CH2:27][C:28]([OH:30])=[O:29].C[O-].[Na+]. (6) Given the product [Cl:17][CH2:18][CH2:19][NH:20][C:13]([C:10]1[NH:11][C:12]2[C:8]([CH:9]=1)=[CH:7][CH:6]=[CH:5][C:4]=2[N+:1]([O-:3])=[O:2])=[O:15], predict the reactants needed to synthesize it. The reactants are: [N+:1]([C:4]1[CH:5]=[CH:6][CH:7]=[C:8]2[C:12]=1[NH:11][C:10]([C:13]([OH:15])=O)=[CH:9]2)([O-:3])=[O:2].Cl.[Cl:17][CH2:18][CH2:19][NH2:20].C(N(CC)CC)C.C(Cl)CCl.C1C=CC2N(O)N=NC=2C=1.Cl. (7) The reactants are: [O:1]=[C:2]1[N:7]2[C@H:8]([C:11]([O:13][C:14]([CH3:17])([CH3:16])[CH3:15])=[O:12])[CH2:9][CH2:10][C:6]2=[N:5][CH:4]=[C:3]1[C:18]([O:20]C)=[O:19].[Li+].[OH-]. Given the product [C:14]([O:13][C:11]([C@H:8]1[N:7]2[C:2](=[O:1])[C:3]([C:18]([OH:20])=[O:19])=[CH:4][N:5]=[C:6]2[CH2:10][CH2:9]1)=[O:12])([CH3:17])([CH3:15])[CH3:16], predict the reactants needed to synthesize it. (8) The reactants are: [CH3:1][C:2]1[N:3]=[C:4]([C:11]2[CH:16]=[CH:15][C:14]([C:17]([F:20])([F:19])[F:18])=[CH:13][CH:12]=2)[O:5][C:6]=1[C:7](O)([CH3:9])[CH3:8].[CH3:21][O:22][C:23](=[O:32])[CH2:24][C:25]1[CH:30]=[CH:29][CH:28]=[C:27]([SH:31])[CH:26]=1.ClCCCl. Given the product [CH3:21][O:22][C:23](=[O:32])[CH2:24][C:25]1[CH:30]=[CH:29][CH:28]=[C:27]([S:31][C:7]([CH3:9])([C:6]2[O:5][C:4]([C:11]3[CH:16]=[CH:15][C:14]([C:17]([F:20])([F:19])[F:18])=[CH:13][CH:12]=3)=[N:3][C:2]=2[CH3:1])[CH3:8])[CH:26]=1, predict the reactants needed to synthesize it. (9) Given the product [NH2:22][S:19]([C:10]1[CH:9]=[C:8]([CH:7]=[C:6]([NH:5][CH2:4][CH2:3][CH2:2][CH3:1])[C:11]=1[O:12][C:13]1[CH:18]=[CH:17][CH:16]=[CH:15][CH:14]=1)[C:23]([O:25][CH2:27][C:28]#[N:29])=[O:24])(=[O:21])=[O:20], predict the reactants needed to synthesize it. The reactants are: [CH3:1][CH2:2][CH2:3][CH2:4][NH:5][C:6]1[CH:7]=[C:8]([C:23]([OH:25])=[O:24])[CH:9]=[C:10]([S:19]([NH2:22])(=[O:21])=[O:20])[C:11]=1[O:12][C:13]1[CH:14]=[CH:15][CH:16]=[CH:17][CH:18]=1.Cl[CH2:27][C:28]#[N:29].C(N(CC)CC)C.